From a dataset of Full USPTO retrosynthesis dataset with 1.9M reactions from patents (1976-2016). Predict the reactants needed to synthesize the given product. (1) Given the product [N:1]1([C:6]2[CH:7]=[N:8][CH:9]=[C:10]([CH:15]=2)[C:11]([OH:13])=[O:12])[CH:5]=[N:4][N:3]=[N:2]1, predict the reactants needed to synthesize it. The reactants are: [N:1]1([C:6]2[CH:7]=[N:8][CH:9]=[C:10]([CH:15]=2)[C:11]([O:13]C)=[O:12])[CH:5]=[N:4][N:3]=[N:2]1.[OH-].[Li+]. (2) Given the product [O:1]=[C:2]1[NH:7][C:6]2[CH:8]=[C:9]([C:11]([O:13][CH3:14])=[O:12])[S:10][C:5]=2[N:4]=[CH:3]1, predict the reactants needed to synthesize it. The reactants are: [O:1]=[C:2]1[NH:7][C:6]2[CH:8]=[C:9]([C:11]([O:13][CH3:14])=[O:12])[S:10][C:5]=2[NH:4][CH2:3]1. (3) The reactants are: [CH2:1]([O:3][C:4](=[O:25])/[C:5](=[CH:10]/[C:11]1[CH:16]=[CH:15][C:14]([N:17]2[CH:21]=[C:20]([CH3:22])[N:19]=[CH:18]2)=[C:13]([O:23][CH3:24])[CH:12]=1)/[CH2:6][CH2:7][CH:8]=O)[CH3:2].[F:26][C:27]1[CH:28]=[C:29]([CH:32]=[CH:33][CH:34]=1)[CH2:30][NH2:31].C(O[BH-](OC(=O)C)OC(=O)C)(=O)C.[Na+].O.C(=O)(O)[O-].[Na+]. Given the product [CH2:1]([O:3][C:4](=[O:25])/[C:5](=[CH:10]/[C:11]1[CH:16]=[CH:15][C:14]([N:17]2[CH:21]=[C:20]([CH3:22])[N:19]=[CH:18]2)=[C:13]([O:23][CH3:24])[CH:12]=1)/[CH2:6][CH2:7][CH2:8][NH:31][CH2:30][C:29]1[CH:32]=[CH:33][CH:34]=[C:27]([F:26])[CH:28]=1)[CH3:2], predict the reactants needed to synthesize it. (4) Given the product [Cl:1][C:2]1[C:7]2[C:8](=[O:22])[N:9]([CH2:11][C:12]3[CH:17]=[CH:16][C:15]([O:18][CH3:19])=[CH:14][C:13]=3[O:20][CH3:21])[CH2:10][C:6]=2[C:5]([F:23])=[C:4]([NH:26][C@H:27]([CH2:32][CH:33]([CH3:35])[CH3:34])[C:28]([O:30][CH3:31])=[O:29])[N:3]=1, predict the reactants needed to synthesize it. The reactants are: [Cl:1][C:2]1[C:7]2[C:8](=[O:22])[N:9]([CH2:11][C:12]3[CH:17]=[CH:16][C:15]([O:18][CH3:19])=[CH:14][C:13]=3[O:20][CH3:21])[CH2:10][C:6]=2[C:5]([F:23])=[C:4](Cl)[N:3]=1.Cl.[NH2:26][C@@H:27]([CH2:32][CH:33]([CH3:35])[CH3:34])[C:28]([O:30][CH3:31])=[O:29].C(N(C)C(C)C)(C)C. (5) The reactants are: [C:1]([C:5]1[CH:12]=[CH:11][C:8]([CH:9]=O)=[CH:7][CH:6]=1)([CH3:4])([CH3:3])[CH3:2].Cl.[F:14][C:15](F)([F:26])[O:16][C:17]1[CH:18]=[C:19]([CH2:23][CH2:24][NH2:25])[CH:20]=[CH:21][CH:22]=1.C(=O)([O-])[O-].[K+].[K+].[BH4-].[Na+].Cl. Given the product [C:1]([C:5]1[CH:12]=[CH:11][C:8]([CH2:9][NH:25][CH2:24][CH2:23][C:19]2[CH:20]=[CH:21][CH:22]=[C:17]([O:16][CH:15]([F:14])[F:26])[CH:18]=2)=[CH:7][CH:6]=1)([CH3:4])([CH3:3])[CH3:2], predict the reactants needed to synthesize it. (6) Given the product [OH:2][C:3]1[CH:12]=[C:11]2[C:6]([CH:7]=[C:8]([C:13]3[O:14][CH2:15][C:16]([CH3:19])([CH3:18])[N:17]=3)[CH:9]=[N:10]2)=[CH:5][CH:4]=1, predict the reactants needed to synthesize it. The reactants are: C[O:2][C:3]1[CH:12]=[C:11]2[C:6]([CH:7]=[C:8]([C:13]3[O:14][CH2:15][C:16]([CH3:19])([CH3:18])[N:17]=3)[CH:9]=[N:10]2)=[CH:5][CH:4]=1.B(Br)(Br)Br. (7) Given the product [NH:7]([CH:8]=[O:9])[C:3]1[CH:4]=[CH:5][CH:6]=[CH:1][CH:2]=1, predict the reactants needed to synthesize it. The reactants are: [C:1]1(N=C=O)[CH:6]=[CH:5][CH:4]=[C:3]([N:7]=[C:8]=[O:9])[CH:2]=1.C1(CN=C=O)C=CC=C(CN=C=O)C=1.C1(N=C=O)C=CC(N=C=O)=CC=1.[N-]=C=O.[N-]=C=O.C1(C)C=CC=C(C)C=1.C1C(CC2C=CC(N=C=O)=CC=2)=CC=C(N=C=O)C=1.